This data is from Reaction yield outcomes from USPTO patents with 853,638 reactions. The task is: Predict the reaction yield, written as a fraction of the theoretical maximum amount of product (1.0 means a 100% yield; for example, 0.34 means a 34% yield). (1) The reactants are Cl[CH2:2][CH2:3][CH2:4][S:5]([N:8]1[CH2:13][CH2:12][CH:11]([C:14]2[C:22]3[C:17](=[C:18]([C:29]([NH2:31])=[O:30])[CH:19]=[C:20]([C:23]4[CH:28]=[CH:27][CH:26]=[CH:25][CH:24]=4)[CH:21]=3)[NH:16][CH:15]=2)[CH2:10][CH2:9]1)(=[O:7])=[O:6].[F:32][C:33]1[CH:38]=[CH:37][C:36]([OH:39])=[CH:35][CH:34]=1.C([O-])([O-])=O.[K+].[K+]. The catalyst is [I-].[Na+]. The product is [F:32][C:33]1[CH:38]=[CH:37][C:36]([O:39][CH2:2][CH2:3][CH2:4][S:5]([N:8]2[CH2:13][CH2:12][CH:11]([C:14]3[C:22]4[C:17](=[C:18]([C:29]([NH2:31])=[O:30])[CH:19]=[C:20]([C:23]5[CH:28]=[CH:27][CH:26]=[CH:25][CH:24]=5)[CH:21]=4)[NH:16][CH:15]=3)[CH2:10][CH2:9]2)(=[O:7])=[O:6])=[CH:35][CH:34]=1. The yield is 0.390. (2) The reactants are [C:1]([N:8]1[CH2:11][C:10](=O)[CH2:9]1)([O:3][C:4]([CH3:7])([CH3:6])[CH3:5])=[O:2].[CH2:13]([CH2:15][NH2:16])[OH:14]. No catalyst specified. The product is [C:1]([N:8]1[CH2:11][CH:10]([NH:16][CH2:15][CH2:13][OH:14])[CH2:9]1)([O:3][C:4]([CH3:7])([CH3:6])[CH3:5])=[O:2]. The yield is 0.623. (3) The reactants are [OH:1][C@H:2]1[CH2:7][CH2:6][C@H:5]([NH:8][C:9]2[N:14]=[C:13]([CH:15]=O)[CH:12]=[C:11]([NH:17][C:18]3[S:19][C:20]4[C:25]([N:26]=3)=[CH:24][CH:23]=[CH:22][N:21]=4)[N:10]=2)[CH2:4][CH2:3]1.[CH3:27][C:28]([NH2:33])([CH3:32])[CH2:29][CH2:30][CH3:31].C(O[BH-](OC(=O)C)OC(=O)C)(=O)C.[Na+].C(=O)(O)[O-].[Na+]. The yield is 0.410. The product is [CH3:27][C:28]([NH:33][CH2:15][C:13]1[CH:12]=[C:11]([NH:17][C:18]2[S:19][C:20]3[C:25]([N:26]=2)=[CH:24][CH:23]=[CH:22][N:21]=3)[N:10]=[C:9]([NH:8][C@H:5]2[CH2:6][CH2:7][C@H:2]([OH:1])[CH2:3][CH2:4]2)[N:14]=1)([CH3:32])[CH2:29][CH2:30][CH3:31]. The catalyst is O1CCCC1.CO.C(Cl)(Cl)Cl.ClCCl. (4) The reactants are [OH:1][C@H:2]([CH3:20])[C@H:3]([NH:7][C:8](=[O:19])[CH2:9][N:10]1[CH2:13][C:12]2([CH2:17][CH2:16][CH2:15][NH:14]2)[C:11]1=[O:18])[C:4]([NH2:6])=[O:5].C1C=CC2N([OH:30])N=NC=2C=1.CC[N:33]=[C:34]=[N:35][CH2:36][CH2:37]CN(C)C.Cl.CC[N:45]([CH:49](C)C)C(C)C. The catalyst is C(Cl)Cl. The product is [OH:1][C@H:2]([CH3:20])[C@H:3]([NH:7][C:8](=[O:19])[CH2:9][N:10]1[CH2:13][C:12]2([CH2:17][CH2:16][CH2:15][N:14]2[C:37]([C:36]2[N:45]([CH3:49])[N:33]=[CH:34][N:35]=2)=[O:30])[C:11]1=[O:18])[C:4]([NH2:6])=[O:5]. The yield is 0.210. (5) The reactants are [C:1]1([C@:7]23[NH:14][C@H:11]([CH2:12][CH2:13]2)[CH2:10][CH2:9][C@H:8]3[O:15][Si:16]([CH2:21][CH3:22])([CH2:19][CH3:20])[CH2:17][CH3:18])[CH:6]=[CH:5][CH:4]=[CH:3][CH:2]=1.[CH2:23](Br)[C:24]1[CH:29]=[CH:28][CH:27]=[CH:26][CH:25]=1.C(=O)([O-])[O-].[K+].[K+].CN(C)C=O. The catalyst is C(OCC)C. The product is [CH2:23]([N:14]1[C@@H:11]2[CH2:12][CH2:13][C@@:7]1([C:1]1[CH:2]=[CH:3][CH:4]=[CH:5][CH:6]=1)[C@H:8]([O:15][Si:16]([CH2:19][CH3:20])([CH2:21][CH3:22])[CH2:17][CH3:18])[CH2:9][CH2:10]2)[C:24]1[CH:29]=[CH:28][CH:27]=[CH:26][CH:25]=1. The yield is 0.830. (6) The reactants are [Cl:1][C:2]1[N:7]=[C:6](Cl)[CH:5]=[CH:4][N:3]=1.C(N(CC)C(C)C)(C)C.[I:18][C:19]1[CH:20]=[C:21]([CH:23]=[CH:24][CH:25]=1)[NH2:22]. The catalyst is CN1CCCC1=O. The product is [Cl:1][C:2]1[N:7]=[C:6]([NH:22][C:21]2[CH:23]=[CH:24][CH:25]=[C:19]([I:18])[CH:20]=2)[CH:5]=[CH:4][N:3]=1. The yield is 0.480.